This data is from Peptide-MHC class I binding affinity with 185,985 pairs from IEDB/IMGT. The task is: Regression. Given a peptide amino acid sequence and an MHC pseudo amino acid sequence, predict their binding affinity value. This is MHC class I binding data. The peptide sequence is SMRSRARHI. The binding affinity (normalized) is 0.0847. The MHC is HLA-B40:01 with pseudo-sequence HLA-B40:01.